This data is from Catalyst prediction with 721,799 reactions and 888 catalyst types from USPTO. The task is: Predict which catalyst facilitates the given reaction. (1) Reactant: [NH:1]1[C:9]2[C:4](=[CH:5][C:6]([NH:10][CH:11]3[CH2:16][CH2:15][C:14](=O)[CH2:13][CH2:12]3)=[CH:7][CH:8]=2)[CH:3]=[N:2]1.[C:18]1([CH:24]([NH2:26])[CH3:25])[CH:23]=[CH:22][CH:21]=[CH:20][CH:19]=1.C(O[BH-](OC(=O)C)OC(=O)C)(=O)C.[Na+].Cl.CO. Product: [NH:1]1[C:9]2[C:4](=[CH:5][C:6]([NH:10][CH:11]3[CH2:16][CH2:15][CH:14]([NH:26][CH:24]([C:18]4[CH:23]=[CH:22][CH:21]=[CH:20][CH:19]=4)[CH3:25])[CH2:13][CH2:12]3)=[CH:7][CH:8]=2)[CH:3]=[N:2]1. The catalyst class is: 5. (2) Reactant: [O-]CC.[Na+].[C:5]([CH2:7][C:8]([O:10][CH2:11][CH3:12])=[O:9])#[N:6].Br[CH:14](Br)[CH2:15][CH3:16]. Product: [C:5]([C:7]1([C:8]([O:10][CH2:11][CH3:12])=[O:9])[CH2:16][CH2:15][CH2:14]1)#[N:6]. The catalyst class is: 14. (3) Reactant: [CH3:1][C@@H:2]([OH:5])[CH2:3][CH3:4].[H-].[Na+].Cl[C:9]1[C:10]([CH3:20])=[C:11]([CH3:19])[C:12]2[N:13]([C:15]([NH2:18])=[N:16][N:17]=2)[N:14]=1. Product: [C@H:2]([O:5][C:9]1[C:10]([CH3:20])=[C:11]([CH3:19])[C:12]2[N:13]([C:15]([NH2:18])=[N:16][N:17]=2)[N:14]=1)([CH2:3][CH3:4])[CH3:1]. The catalyst class is: 3. (4) The catalyst class is: 3. Product: [F:16][C:17]([F:27])([F:28])[C@@H:18]([C:20]1[CH:25]=[CH:24][C:23]([N:10]2[CH2:11][CH2:12][C:8]3([CH2:14][CH2:15][C:5]4([O:4][CH2:3][CH2:2][O:1]4)[CH2:6][CH2:7]3)[C:9]2=[O:13])=[CH:22][CH:21]=1)[OH:19]. Reactant: [O:1]1[C:5]2([CH2:15][CH2:14][C:8]3([CH2:12][CH2:11][NH:10][C:9]3=[O:13])[CH2:7][CH2:6]2)[O:4][CH2:3][CH2:2]1.[F:16][C:17]([F:28])([F:27])[C@@H:18]([C:20]1[CH:25]=[CH:24][C:23](I)=[CH:22][CH:21]=1)[OH:19].CNCCNC.[O-]P([O-])([O-])=O.[K+].[K+].[K+].FC(F)(F)C(C1C=CC(I)=CC=1)O. (5) Reactant: Cl[C:2]1[CH:3]=[CH:4][C:5](=[O:8])[NH:6][N:7]=1.C([Sn](CCCC)(CCCC)[C:14]([O:16][CH2:17][CH3:18])=[CH2:15])CCC. Product: [CH2:17]([O:16][C:14]([C:2]1[CH:3]=[CH:4][C:5](=[O:8])[NH:6][N:7]=1)=[CH2:15])[CH3:18]. The catalyst class is: 109. (6) Reactant: C(OC([N:11]1[CH2:16][CH2:15][N:14]([C:17]([CH:19]2[CH2:24][CH2:23][N:22]([C:25]([O:27][C:28]([CH3:31])([CH3:30])[CH3:29])=[O:26])[CH2:21][CH2:20]2)=[O:18])[C@@H:13]([CH3:32])[CH2:12]1)=O)C1C=CC=CC=1. Product: [C:28]([O:27][C:25]([N:22]1[CH2:21][CH2:20][CH:19]([C:17]([N:14]2[CH2:15][CH2:16][NH:11][CH2:12][C@@H:13]2[CH3:32])=[O:18])[CH2:24][CH2:23]1)=[O:26])([CH3:31])([CH3:29])[CH3:30]. The catalyst class is: 29. (7) Reactant: [O:1]=[C:2]1[C:11]2[C:6](=[CH:7][CH:8]=[C:9]([C:12]3[CH:17]=[CH:16][C:15]([O:18][C:19]([F:22])([F:21])[F:20])=[CH:14][CH:13]=3)[CH:10]=2)[N:5]=[CH:4][N:3]1[CH2:23][C:24]1[O:25][CH:26]=[C:27]([C:29](OC)=[O:30])[N:28]=1. Product: [OH:30][CH2:29][C:27]1[N:28]=[C:24]([CH2:23][N:3]2[C:2](=[O:1])[C:11]3[C:6](=[CH:7][CH:8]=[C:9]([C:12]4[CH:13]=[CH:14][C:15]([O:18][C:19]([F:20])([F:22])[F:21])=[CH:16][CH:17]=4)[CH:10]=3)[NH:5][CH2:4]2)[O:25][CH:26]=1. The catalyst class is: 1. (8) Reactant: [C:9](O[C:9]([O:11][C:12]([CH3:15])([CH3:14])[CH3:13])=[O:10])([O:11][C:12]([CH3:15])([CH3:14])[CH3:13])=[O:10].C(N(CC)CC)C.[NH2:23][C@H:24]([CH2:27][CH3:28])[CH2:25][OH:26].O. Product: [C:12]([O:11][C:9](=[O:10])[NH:23][C@@H:24]([CH2:25][OH:26])[CH2:27][CH3:28])([CH3:13])([CH3:14])[CH3:15]. The catalyst class is: 4.